This data is from Reaction yield outcomes from USPTO patents with 853,638 reactions. The task is: Predict the reaction yield, written as a fraction of the theoretical maximum amount of product (1.0 means a 100% yield; for example, 0.34 means a 34% yield). (1) The reactants are F[C:2]1[CH:7]=[CH:6][C:5]([F:8])=[CH:4][C:3]=1[NH2:9].CCO[C:13]([S-:15])=[S:14].[K+].Cl. The catalyst is CN(C=O)C. The product is [F:8][C:5]1[CH:6]=[CH:7][C:2]2[S:14][C:13]([SH:15])=[N:9][C:3]=2[CH:4]=1. The yield is 0.670. (2) The reactants are [CH:1]1([CH:7]([NH:19][C:20]2[CH:25]=[CH:24][C:23]([C:26]([N:28]([CH3:36])[CH2:29][CH2:30][C:31]([O:33][CH2:34][CH3:35])=[O:32])=[O:27])=[CH:22][CH:21]=2)[C:8]2[O:9][C:10]3[CH:17]=[CH:16][C:15]([OH:18])=[CH:14][C:11]=3[C:12]=2[CH3:13])[CH2:6][CH2:5][CH2:4][CH2:3][CH2:2]1.[Cl:37][C:38]1[N:43]=[CH:42][C:41]([CH2:44]O)=[CH:40][CH:39]=1.C(P(CCCC)CCCC)CCC.N(C(N1CCCCC1)=O)=NC(N1CCCCC1)=O. The catalyst is O1CCCC1. The product is [Cl:37][C:38]1[N:43]=[CH:42][C:41]([CH2:44][O:18][C:15]2[CH:16]=[CH:17][C:10]3[O:9][C:8]([CH:7]([NH:19][C:20]4[CH:21]=[CH:22][C:23]([C:26]([N:28]([CH3:36])[CH2:29][CH2:30][C:31]([O:33][CH2:34][CH3:35])=[O:32])=[O:27])=[CH:24][CH:25]=4)[CH:1]4[CH2:6][CH2:5][CH2:4][CH2:3][CH2:2]4)=[C:12]([CH3:13])[C:11]=3[CH:14]=2)=[CH:40][CH:39]=1. The yield is 0.660. (3) The reactants are [C:1]1([C:15]([O:17][CH3:18])=[O:16])[CH:6]=[C:5]([C:7]([O:9][CH3:10])=[O:8])[CH:4]=[C:3]([C:11]([O:13]C)=[O:12])[CH:2]=1.[OH-].[Na+]. The catalyst is CO. The product is [CH3:18][O:17][C:15]([C:1]1[CH:2]=[C:3]([CH:4]=[C:5]([C:7]([O:9][CH3:10])=[O:8])[CH:6]=1)[C:11]([OH:13])=[O:12])=[O:16]. The yield is 0.880. (4) The reactants are [C:1]1([C:7]2([C:17]3[CH:22]=[CH:21][CH:20]=[CH:19][CH:18]=3)[CH:11]3[CH2:12][NH:13][CH2:14][CH2:15][N:10]3[C:9](=[O:16])[O:8]2)[CH:6]=[CH:5][CH:4]=[CH:3][CH:2]=1.C(N(C(C)C)CC)(C)C.ClC(O[C:37](=[O:43])OC(Cl)(Cl)Cl)(Cl)Cl.[C:44]1([NH:50][NH2:51])[CH:49]=[CH:48][CH:47]=[CH:46][CH:45]=1. The catalyst is O1CCCC1.O. The product is [C:44]1([NH:50][NH:51][C:37]([N:13]2[CH2:14][CH2:15][N:10]3[C:9](=[O:16])[O:8][C:7]([C:1]4[CH:6]=[CH:5][CH:4]=[CH:3][CH:2]=4)([C:17]4[CH:18]=[CH:19][CH:20]=[CH:21][CH:22]=4)[CH:11]3[CH2:12]2)=[O:43])[CH:49]=[CH:48][CH:47]=[CH:46][CH:45]=1. The yield is 0.300. (5) The reactants are Cl[C:2]1[N:7]([CH2:8][C:9]2[CH:16]=[CH:15][CH:14]=[CH:13][C:10]=2[C:11]#[N:12])[C:6](=[O:17])[NH:5][C:4](=[O:18])[CH:3]=1.[H-].[Na+].[Li+].[Br-].[C:23]([C:25]1[CH:26]=[C:27]([CH:30]=[CH:31][CH:32]=1)[CH2:28]Br)#[N:24].Cl.Cl.[NH2:35][C@@H:36]1[CH2:41][CH2:40][CH2:39][NH:38][CH2:37]1.C(=O)(O)[O-].[Na+]. The catalyst is COCCOC.CN(C=O)C. The product is [NH2:35][C@@H:36]1[CH2:41][CH2:40][CH2:39][N:38]([C:2]2[N:7]([CH2:8][C:9]3[CH:16]=[CH:15][CH:14]=[CH:13][C:10]=3[C:11]#[N:12])[C:6](=[O:17])[N:5]([CH2:28][C:27]3[CH:30]=[CH:31][CH:32]=[C:25]([C:23]#[N:24])[CH:26]=3)[C:4](=[O:18])[CH:3]=2)[CH2:37]1. The yield is 0.840. (6) The reactants are [NH2:1][C:2]1[C:3]([C:10]([OH:12])=O)=[N:4][O:5][C:6]=1[CH:7]([CH3:9])[CH3:8].[Cl:13][C:14]1[CH:19]=[CH:18][C:17]([C@H:20]2[CH2:25][CH2:24][NH:23][C:22](SC)=[N:21]2)=[CH:16][CH:15]=1.CN(C(ON1N=NC2C=CC=CC1=2)=[N+](C)C)C.[B-](F)(F)(F)F.CCN(C(C)C)C(C)C. The catalyst is CN(C=O)C. The product is [Cl:13][C:14]1[CH:15]=[CH:16][C:17]([C@H:20]2[CH2:25][CH2:24][N:23]3[C:10](=[O:12])[C:3]4[C:2](=[C:6]([CH:7]([CH3:8])[CH3:9])[O:5][N:4]=4)[NH:1][C:22]3=[N:21]2)=[CH:18][CH:19]=1. The yield is 0.200. (7) The reactants are [CH:1]1([N:4]([CH:25]2[CH2:27][CH2:26]2)[C:5]([C:7]2[N:22]([CH2:23][CH3:24])[C:10]3=[N:11][C:12]([N:19]=[C:20]=[S:21])=[C:13]4[N:17]=[CH:16][N:15]([CH3:18])[C:14]4=[C:9]3[CH:8]=2)=[O:6])[CH2:3][CH2:2]1.Cl.[C:29]([NH2:32])(=[NH:31])[CH3:30].CCN(C(C)C)C(C)C.N(C(OCC)=O)=NC(OCC)=O. The catalyst is CN(C=O)C. The product is [CH:25]1([N:4]([CH:1]2[CH2:2][CH2:3]2)[C:5]([C:7]2[N:22]([CH2:23][CH3:24])[C:10]3=[N:11][C:12]([NH:19][C:20]4[S:21][N:32]=[C:29]([CH3:30])[N:31]=4)=[C:13]4[N:17]=[CH:16][N:15]([CH3:18])[C:14]4=[C:9]3[CH:8]=2)=[O:6])[CH2:26][CH2:27]1. The yield is 0.0900. (8) The reactants are [CH3:1][O:2][C:3]1[CH:4]=[C:5]([CH2:11][CH2:12][NH2:13])[CH:6]=[CH:7][C:8]=1[O:9][CH3:10].C(N(CC)CC)C.[C:21](O)(=[O:24])[CH2:22][CH3:23].CCCP1(OP(CCC)(=O)OP(CCC)(=O)O1)=O. The catalyst is C(Cl)Cl. The product is [CH3:1][O:2][C:3]1[CH:4]=[C:5]([CH:6]=[CH:7][C:8]=1[O:9][CH3:10])[CH2:11][CH2:12][NH:13][C:21](=[O:24])[CH2:22][CH3:23]. The yield is 0.920.